From a dataset of Peptide-MHC class II binding affinity with 134,281 pairs from IEDB. Regression. Given a peptide amino acid sequence and an MHC pseudo amino acid sequence, predict their binding affinity value. This is MHC class II binding data. (1) The peptide sequence is NLVENWLNNNIQFCI. The MHC is DRB1_1302 with pseudo-sequence DRB1_1302. The binding affinity (normalized) is 0.840. (2) The peptide sequence is KLRFTCLSSTGSSCL. The MHC is DRB1_1201 with pseudo-sequence DRB1_1201. The binding affinity (normalized) is 0.113. (3) The peptide sequence is APYHFDLSGHAFGAM. The MHC is DRB4_0101 with pseudo-sequence DRB4_0103. The binding affinity (normalized) is 0.149. (4) The peptide sequence is SEAQKAAKPAAAATA. The MHC is DRB1_0301 with pseudo-sequence DRB1_0301. The binding affinity (normalized) is 0.